From a dataset of Forward reaction prediction with 1.9M reactions from USPTO patents (1976-2016). Predict the product of the given reaction. Given the reactants [NH2:1][C@@H:2]1[CH2:7][CH2:6][C@H:5]([N:8]2[CH2:14][CH2:13][CH2:12][CH2:11][C@H:10]([NH:15][C:16](=[O:27])[C:17]3[CH:22]=[CH:21][CH:20]=[C:19]([C:23]([F:26])([F:25])[F:24])[CH:18]=3)[C:9]2=[O:28])[C@H:4]([CH2:29][S:30]([C:33]2[CH:38]=[CH:37][CH:36]=[CH:35][CH:34]=2)(=[O:32])=[O:31])[CH2:3]1.[BH-](OC(C)=O)(OC(C)=O)[O:40][C:41](C)=O.[Na+].[CH3:53][C:54]([CH3:56])=O.[CH2:57]=[O:58], predict the reaction product. The product is: [F:24][C:23]([F:26])([F:25])[C:57]([OH:40])=[O:58].[CH:54]([N:1]([CH3:41])[C@@H:2]1[CH2:7][CH2:6][C@H:5]([N:8]2[CH2:14][CH2:13][CH2:12][CH2:11][C@H:10]([NH:15][C:16](=[O:27])[C:17]3[CH:22]=[CH:21][CH:20]=[C:19]([C:23]([F:26])([F:25])[F:24])[CH:18]=3)[C:9]2=[O:28])[C@H:4]([CH2:29][S:30]([C:33]2[CH:34]=[CH:35][CH:36]=[CH:37][CH:38]=2)(=[O:32])=[O:31])[CH2:3]1)([CH3:56])[CH3:53].